Predict the product of the given reaction. From a dataset of Forward reaction prediction with 1.9M reactions from USPTO patents (1976-2016). Given the reactants [CH3:1][C:2]([OH:10])([CH2:4][CH2:5][C:6]([CH3:9])([OH:8])[CH3:7])[CH3:3].[Cl:11][CH2:12][C:13](O[C:13](=[O:14])[CH2:12][Cl:11])=[O:14], predict the reaction product. The product is: [Cl:11][CH2:12][C:13]([O:8][C:6]([CH3:9])([CH2:5][CH2:4][C:2]([O:10][C:13](=[O:14])[CH2:12][Cl:11])([CH3:3])[CH3:1])[CH3:7])=[O:14].